Dataset: Forward reaction prediction with 1.9M reactions from USPTO patents (1976-2016). Task: Predict the product of the given reaction. (1) The product is: [CH:26]([C:29]1[CH:34]=[CH:33][CH:32]=[C:31]([CH:35]([CH3:36])[CH3:37])[C:30]=1[NH:38][C:39](=[O:40])[N:10]([CH2:9][C:6]1[CH:5]=[CH:4][C:3]([N:2]([CH3:25])[CH3:1])=[CH:8][CH:7]=1)[C:11]1[CH:16]=[CH:15][C:14]([CH2:17][CH2:18][CH2:19][CH2:20][CH2:21][CH2:22][CH2:23][CH3:24])=[CH:13][CH:12]=1)([CH3:27])[CH3:28]. Given the reactants [CH3:1][N:2]([CH3:25])[C:3]1[CH:8]=[CH:7][C:6]([CH2:9][NH:10][C:11]2[CH:16]=[CH:15][C:14]([CH2:17][CH2:18][CH2:19][CH2:20][CH2:21][CH2:22][CH2:23][CH3:24])=[CH:13][CH:12]=2)=[CH:5][CH:4]=1.[CH:26]([C:29]1[CH:34]=[CH:33][CH:32]=[C:31]([CH:35]([CH3:37])[CH3:36])[C:30]=1[N:38]=[C:39]=[O:40])([CH3:28])[CH3:27], predict the reaction product. (2) Given the reactants [CH2:1]([C:5]1[C:6]([CH3:14])=[C:7]([C:11]([OH:13])=O)[S:8][C:9]=1[CH3:10])[CH:2]([CH3:4])[CH3:3].[OH:15][C:16]1[C:25]([CH3:26])=[CH:24][C:19]([C:20]([NH:22]O)=[NH:21])=[CH:18][C:17]=1[CH2:27][CH3:28], predict the reaction product. The product is: [CH2:27]([C:17]1[CH:18]=[C:19]([C:20]2[N:22]=[C:11]([C:7]3[S:8][C:9]([CH3:10])=[C:5]([CH2:1][CH:2]([CH3:3])[CH3:4])[C:6]=3[CH3:14])[O:13][N:21]=2)[CH:24]=[C:25]([CH3:26])[C:16]=1[OH:15])[CH3:28]. (3) The product is: [CH3:3][NH:4][CH2:5][CH2:6][O:7][C:9]1[CH:18]=[CH:17][CH:16]=[C:15]2[C:10]=1[C:11](=[O:19])[NH:12][CH:13]=[N:14]2. Given the reactants [H-].[Na+].[CH3:3][NH:4][CH2:5][CH2:6][OH:7].F[C:9]1[CH:18]=[CH:17][CH:16]=[C:15]2[C:10]=1[C:11](=[O:19])[NH:12][CH:13]=[N:14]2.CO, predict the reaction product.